From a dataset of Reaction yield outcomes from USPTO patents with 853,638 reactions. Predict the reaction yield, written as a fraction of the theoretical maximum amount of product (1.0 means a 100% yield; for example, 0.34 means a 34% yield). (1) The reactants are [NH2:1][C:2]1[CH:23]=[CH:22][C:5]([CH2:6][C:7]2[C:15]3[C:10](=[CH:11][CH:12]=[CH:13][CH:14]=3)[N:9]([CH2:16][C:17]([O:19][CH2:20][CH3:21])=[O:18])[N:8]=2)=[CH:4][CH:3]=1.C(N(CC)CC)C.[CH:31]1[C:40]2[C:35](=[CH:36][CH:37]=[CH:38][CH:39]=2)[CH:34]=[CH:33][C:32]=1[C:41](Cl)=[O:42].C(=O)(O)[O-].[Na+]. The catalyst is ClCCl. The product is [CH:31]1[C:40]2[C:35](=[CH:36][CH:37]=[CH:38][CH:39]=2)[CH:34]=[CH:33][C:32]=1[C:41]([NH:1][C:2]1[CH:3]=[CH:4][C:5]([CH2:6][C:7]2[C:15]3[C:10](=[CH:11][CH:12]=[CH:13][CH:14]=3)[N:9]([CH2:16][C:17]([O:19][CH2:20][CH3:21])=[O:18])[N:8]=2)=[CH:22][CH:23]=1)=[O:42]. The yield is 0.897. (2) The reactants are [CH3:1][O:2][C:3](=[O:38])[NH:4][CH:5]([C:9]([N:11]1[CH:17]([C:18]2[NH:19][C:20]([C:23]3[CH:28]=[CH:27][C:26](B4OC(C)(C)C(C)(C)O4)=[CH:25][CH:24]=3)=[CH:21][N:22]=2)[CH2:16][C:13]2([CH2:15][CH2:14]2)[CH2:12]1)=[O:10])[CH:6]([CH3:8])[CH3:7].[C:39]([O:43][C:44]([N:46]1[CH2:50][CH:49]([C:51]#[N:52])[CH2:48][CH:47]1[C:53]1[NH:54][C:55]([C:58]2[CH:67]=[CH:66][C:65]3[C:60](=[CH:61][CH:62]=[C:63](Br)[CH:64]=3)[CH:59]=2)=[CH:56][N:57]=1)=[O:45])([CH3:42])([CH3:41])[CH3:40].C([O-])([O-])=O.[K+].[K+]. The catalyst is COCCOC.C1C=CC([P]([Pd]([P](C2C=CC=CC=2)(C2C=CC=CC=2)C2C=CC=CC=2)([P](C2C=CC=CC=2)(C2C=CC=CC=2)C2C=CC=CC=2)[P](C2C=CC=CC=2)(C2C=CC=CC=2)C2C=CC=CC=2)(C2C=CC=CC=2)C2C=CC=CC=2)=CC=1. The product is [C:39]([O:43][C:44]([N:46]1[CH2:50][CH:49]([C:51]#[N:52])[CH2:48][CH:47]1[C:53]1[NH:54][C:55]([C:58]2[CH:67]=[CH:66][C:65]3[C:60](=[CH:61][CH:62]=[C:63]([C:26]4[CH:25]=[CH:24][C:23]([C:20]5[NH:19][C:18]([CH:17]6[CH2:16][C:13]7([CH2:14][CH2:15]7)[CH2:12][N:11]6[C:9](=[O:10])[CH:5]([NH:4][C:3]([O:2][CH3:1])=[O:38])[CH:6]([CH3:8])[CH3:7])=[N:22][CH:21]=5)=[CH:28][CH:27]=4)[CH:64]=3)[CH:59]=2)=[CH:56][N:57]=1)=[O:45])([CH3:42])([CH3:41])[CH3:40]. The yield is 0.510. (3) The reactants are [CH3:1][O:2][C:3]([CH:5]1[N:9]2[C:10](=[O:30])[C:11]([CH:28]=[O:29])=[C:12]([CH2:17][C:18]3[C:27]4[C:22](=[CH:23][CH:24]=[CH:25][CH:26]=4)[CH:21]=[CH:20][CH:19]=3)[C:13]([CH:14]3[CH2:16][CH2:15]3)=[C:8]2[S:7][CH2:6]1)=[O:4].CSC. The catalyst is O1CCCC1. The product is [CH3:1][O:2][C:3]([C@H:5]1[N:9]2[C:10](=[O:30])[C:11]([CH2:28][OH:29])=[C:12]([CH2:17][C:18]3[C:27]4[C:22](=[CH:23][CH:24]=[CH:25][CH:26]=4)[CH:21]=[CH:20][CH:19]=3)[C:13]([CH:14]3[CH2:16][CH2:15]3)=[C:8]2[S:7][CH2:6]1)=[O:4]. The yield is 0.800. (4) The reactants are [CH3:1][N:2]1[CH2:7][CH2:6][N:5]([C:8]2[CH:9]=[C:10]([C:14]3[C:15]([NH2:19])=[N:16][NH:17][CH:18]=3)[CH:11]=[CH:12][CH:13]=2)[CH2:4][CH2:3]1.C[N:21](C)/[CH:22]=[C:23](/[C:26]1[CH:31]=[CH:30][CH:29]=[C:28]([N+:32]([O-:34])=[O:33])[CH:27]=1)\[C:24]#N.C(O)CCC.C([O-])(O)=O.[Na+]. The catalyst is CC(O)=O. The product is [CH3:1][N:2]1[CH2:7][CH2:6][N:5]([C:8]2[CH:9]=[C:10]([C:14]3[CH:18]=[N:17][N:16]4[C:22]([NH2:21])=[C:23]([C:26]5[CH:31]=[CH:30][CH:29]=[C:28]([N+:32]([O-:34])=[O:33])[CH:27]=5)[CH:24]=[N:19][C:15]=34)[CH:11]=[CH:12][CH:13]=2)[CH2:4][CH2:3]1. The yield is 0.440. (5) The reactants are [N+:1]([C:4]1[CH:12]=[C:11]2[C:7]([CH2:8][CH2:9][C:10]2=[O:13])=[CH:6][CH:5]=1)([O-])=O. The catalyst is CO.[Pd]. The product is [NH2:1][C:4]1[CH:12]=[C:11]2[C:7]([CH2:8][CH2:9][C:10]2=[O:13])=[CH:6][CH:5]=1. The yield is 0.870. (6) The reactants are N[C:2]1[CH:7]=[CH:6][CH:5]=[CH:4][C:3]=1[S:8]([NH:11][C:12]1[CH:13]=[CH:14][CH:15]=[C:16]2[C:21]=1[N:20]=[CH:19][CH:18]=[C:17]2[Cl:22])(=[O:10])=[O:9].N(OC(C)(C)C)=O. The catalyst is CC(O)=O. The product is [Cl:22][C:17]1[C:16]2[C:21](=[C:12]3[C:13](=[CH:14][CH:15]=2)[C:4]2[C:3](=[CH:2][CH:7]=[CH:6][CH:5]=2)[S:8](=[O:10])(=[O:9])[NH:11]3)[N:20]=[CH:19][CH:18]=1. The yield is 0.330. (7) The reactants are F[C:2]1[CH:3]=[C:4]([C:9]2[O:13][N:12]=[C:11]([C:14]([N:16]3[CH2:21][C@H:20]([CH2:22][CH:23]([CH3:25])[CH3:24])[NH:19][C:18](=[O:26])[C@@H:17]3[CH2:27][CH:28]([CH3:30])[CH3:29])=[O:15])[CH:10]=2)[CH:5]=[CH:6][C:7]=1F.C([C@@H]1NC[C@H](CC(C)C)NC1=O)C(C)C.[F:46]C1C=CC=CC=1C1ON=C(C(O)=O)C=1. No catalyst specified. The product is [F:46][C:5]1[CH:6]=[CH:7][CH:2]=[CH:3][C:4]=1[C:9]1[O:13][N:12]=[C:11]([C:14]([N:16]2[CH2:21][C@H:20]([CH2:22][CH:23]([CH3:25])[CH3:24])[NH:19][C:18](=[O:26])[C@@H:17]2[CH2:27][CH:28]([CH3:30])[CH3:29])=[O:15])[CH:10]=1. The yield is 0.279.